Dataset: Cav3 T-type calcium channel HTS with 100,875 compounds. Task: Binary Classification. Given a drug SMILES string, predict its activity (active/inactive) in a high-throughput screening assay against a specified biological target. The molecule is o1c2CCC\C(=N\OC(=O)c3ccccc3)c2cc1. The result is 0 (inactive).